From a dataset of Reaction yield outcomes from USPTO patents with 853,638 reactions. Predict the reaction yield, written as a fraction of the theoretical maximum amount of product (1.0 means a 100% yield; for example, 0.34 means a 34% yield). (1) The reactants are [C:1]([O:5][C:6]([N:8]([C:13]1[CH:27]=[CH:26][C:16]2[N:17]([CH2:21][C:22]([O:24]C)=[O:23])[C:18](=[O:20])[O:19][C:15]=2[CH:14]=1)[S:9]([CH3:12])(=[O:11])=[O:10])=[O:7])([CH3:4])([CH3:3])[CH3:2].[Li+].[OH-].Cl. The catalyst is C1COCC1. The product is [C:1]([O:5][C:6]([N:8]([C:13]1[CH:27]=[CH:26][C:16]2[N:17]([CH2:21][C:22]([OH:24])=[O:23])[C:18](=[O:20])[O:19][C:15]=2[CH:14]=1)[S:9]([CH3:12])(=[O:10])=[O:11])=[O:7])([CH3:4])([CH3:2])[CH3:3]. The yield is 0.810. (2) The yield is 0.830. The catalyst is O1CCOCC1. The product is [ClH:18].[S:12]1[C:8]([NH2:7])=[CH:9][C:10]2[CH:16]=[CH:15][CH:14]=[CH:13][C:11]1=2. The reactants are C(OC(=O)[NH:7][C:8]1[S:12][C:11]2[CH:13]=[CH:14][CH:15]=[CH:16][C:10]=2[CH:9]=1)(C)(C)C.[ClH:18]. (3) The reactants are [Cl:1][C:2]1[CH:12]=[C:11](Br)[CH:10]=[CH:9][C:3]=1[C:4]([O:6][CH2:7][CH3:8])=[O:5].[CH:14]([B-](F)(F)F)=[CH2:15].[K+].C(=O)([O-])[O-].[K+].[K+]. The catalyst is CS(C)=O.O. The product is [Cl:1][C:2]1[CH:12]=[C:11]([CH:14]=[CH2:15])[CH:10]=[CH:9][C:3]=1[C:4]([O:6][CH2:7][CH3:8])=[O:5]. The yield is 0.690. (4) The reactants are C([O:3][C:4](=[O:35])[CH2:5][CH:6]([C:29]1[CH:34]=[CH:33][CH:32]=[CH:31][CH:30]=1)[N:7]1[C:15]2[C:10](=[CH:11][C:12]([CH2:16][CH2:17][CH2:18][C:19]3[CH:28]=[CH:27][C:26]4[CH2:25][CH2:24][CH2:23][NH:22][C:21]=4[N:20]=3)=[CH:13][CH:14]=2)[CH:9]=[CH:8]1)C.[OH-].[Na+].Cl. The catalyst is C1COCC1.O. The product is [C:29]1([CH:6]([N:7]2[C:15]3[C:10](=[CH:11][C:12]([CH2:16][CH2:17][CH2:18][C:19]4[CH:28]=[CH:27][C:26]5[CH2:25][CH2:24][CH2:23][NH:22][C:21]=5[N:20]=4)=[CH:13][CH:14]=3)[CH:9]=[CH:8]2)[CH2:5][C:4]([OH:35])=[O:3])[CH:30]=[CH:31][CH:32]=[CH:33][CH:34]=1. The yield is 0.150.